This data is from Reaction yield outcomes from USPTO patents with 853,638 reactions. The task is: Predict the reaction yield, written as a fraction of the theoretical maximum amount of product (1.0 means a 100% yield; for example, 0.34 means a 34% yield). The reactants are C(OC([NH:11][C@@H:12]([CH2:23][C:24]1[CH:29]=[CH:28][C:27]([C:30]2[N:35]=[CH:34][C:33]([C:36]3[CH:41]=[CH:40][C:39]([O:42][CH2:43][CH2:44][CH2:45][CH2:46][CH2:47][CH2:48][CH3:49])=[CH:38][CH:37]=3)=[CH:32][N:31]=2)=[CH:26][CH:25]=1)[C:13]([N:15]1[CH2:18][CH:17]([C:19]([O:21][CH3:22])=[O:20])[CH2:16]1)=[O:14])=O)C1C=CC=CC=1. The catalyst is CO.[Pd]. The product is [NH2:11][C@@H:12]([CH2:23][C:24]1[CH:29]=[CH:28][C:27]([C:30]2[N:35]=[CH:34][C:33]([C:36]3[CH:37]=[CH:38][C:39]([O:42][CH2:43][CH2:44][CH2:45][CH2:46][CH2:47][CH2:48][CH3:49])=[CH:40][CH:41]=3)=[CH:32][N:31]=2)=[CH:26][CH:25]=1)[C:13]([N:15]1[CH2:16][CH:17]([C:19]([O:21][CH3:22])=[O:20])[CH2:18]1)=[O:14]. The yield is 0.630.